From a dataset of Peptide-MHC class II binding affinity with 134,281 pairs from IEDB. Regression. Given a peptide amino acid sequence and an MHC pseudo amino acid sequence, predict their binding affinity value. This is MHC class II binding data. The peptide sequence is QNSSFIIDGPNTPEC. The MHC is DRB1_0101 with pseudo-sequence DRB1_0101. The binding affinity (normalized) is 0.274.